This data is from Catalyst prediction with 721,799 reactions and 888 catalyst types from USPTO. The task is: Predict which catalyst facilitates the given reaction. (1) Reactant: [F:1][C:2]([F:19])([F:18])[C:3]1[CH:4]=[C:5]([O:9][C:10]2[CH:11]=[C:12]([CH:15]=[CH:16][CH:17]=2)[C:13]#[N:14])[CH:6]=[CH:7][CH:8]=1.C1COCC1.[H-].[Al+3].[Li+].[H-].[H-].[H-].[OH-].[Na+]. Product: [F:1][C:2]([F:18])([F:19])[C:3]1[CH:4]=[C:5]([O:9][C:10]2[CH:11]=[C:12]([CH:15]=[CH:16][CH:17]=2)[CH2:13][NH2:14])[CH:6]=[CH:7][CH:8]=1. The catalyst class is: 97. (2) The catalyst class is: 9. Product: [CH:18]1([C:16]([NH:15][C:13]2[N:14]=[C:9]3[CH:8]=[CH:7][C:6]([O:5][C:4]4[CH:21]=[CH:22][C:23]([CH3:24])=[C:2]([NH:1][C:32](=[O:33])[C:31]5[CH:30]=[CH:29][CH:28]=[N:27][C:26]=5[CH3:25])[CH:3]=4)=[N:11][N:10]3[CH:12]=2)=[O:17])[CH2:20][CH2:19]1. Reactant: [NH2:1][C:2]1[CH:3]=[C:4]([CH:21]=[CH:22][C:23]=1[CH3:24])[O:5][C:6]1[CH:7]=[CH:8][C:9]2[N:10]([CH:12]=[C:13]([NH:15][C:16]([CH:18]3[CH2:20][CH2:19]3)=[O:17])[N:14]=2)[N:11]=1.[CH3:25][C:26]1[C:31]([C:32](O)=[O:33])=[CH:30][CH:29]=[CH:28][N:27]=1.Cl.CN(C)CCCN=C=NCC.ON1C2C=CC=CC=2N=N1.C(N(CC)CC)C.